This data is from Peptide-MHC class I binding affinity with 185,985 pairs from IEDB/IMGT. The task is: Regression. Given a peptide amino acid sequence and an MHC pseudo amino acid sequence, predict their binding affinity value. This is MHC class I binding data. The peptide sequence is HPLARTAKV. The MHC is HLA-A23:01 with pseudo-sequence HLA-A23:01. The binding affinity (normalized) is 0.0847.